Task: Predict the reactants needed to synthesize the given product.. Dataset: Full USPTO retrosynthesis dataset with 1.9M reactions from patents (1976-2016) (1) Given the product [CH2:18]([O:17][P:13]([CH2:12][O:32][C:28]1[CH:27]=[C:26]2[C:31]([C:23]([C:20](=[O:22])[CH3:21])=[CH:24][N:25]2[CH2:33][C:34]([N:36]2[CH2:40][C@H:39]([F:41])[CH2:38][C@H:37]2[C:42](=[O:43])[NH:44][CH2:45][C:46]2[CH:51]=[CH:50][CH:49]=[C:48]([Cl:52])[C:47]=2[F:53])=[O:35])=[CH:30][CH:29]=1)([CH2:15][CH3:16])=[O:14])[CH3:19], predict the reactants needed to synthesize it. The reactants are: BrC1C=CC(S(O[CH2:12][P:13]([O:17][CH2:18][CH3:19])([CH2:15][CH3:16])=[O:14])(=O)=O)=CC=1.[C:20]([C:23]1[C:31]2[C:26](=[CH:27][C:28]([OH:32])=[CH:29][CH:30]=2)[N:25]([CH2:33][C:34]([N:36]2[CH2:40][C@H:39]([F:41])[CH2:38][C@H:37]2[C:42]([NH:44][CH2:45][C:46]2[CH:51]=[CH:50][CH:49]=[C:48]([Cl:52])[C:47]=2[F:53])=[O:43])=[O:35])[CH:24]=1)(=[O:22])[CH3:21].C([O-])([O-])=O.[Cs+].[Cs+]. (2) Given the product [CH2:5]([S:7][C:8]1[CH:26]=[CH:25][CH:24]=[CH:23][C:9]=1[C:10]([N:12]([CH3:27])[C:13]1[CH:18]=[CH:17][C:16]([C:19]([F:20])([F:22])[F:21])=[CH:15][N:14]=1)=[O:11])[CH3:6], predict the reactants needed to synthesize it. The reactants are: [H-].[Na+].CI.[CH2:5]([S:7][C:8]1[CH:26]=[CH:25][CH:24]=[CH:23][C:9]=1[C:10]([NH:12][C:13]1[CH:18]=[CH:17][C:16]([C:19]([F:22])([F:21])[F:20])=[CH:15][N:14]=1)=[O:11])[CH3:6].[C:27](=O)(O)[O-].[Na+]. (3) Given the product [Cl:8][C:4]1[CH:5]=[CH:6][CH:7]=[C:2]([Cl:1])[C:3]=1[CH2:9][S:10]([C:13]1[CH:14]=[C:15]2[C:19](=[CH:20][CH:21]=1)[NH:18][C:17](=[O:22])/[C:16]/2=[CH:23]\[C:24]1[NH:28][C:27]([CH3:29])=[C:26]([CH2:30][C:31]([N:57]2[CH2:62][CH2:61][O:60][CH2:59][CH2:58]2)=[O:32])[C:25]=1[CH3:34])(=[O:12])=[O:11], predict the reactants needed to synthesize it. The reactants are: [Cl:1][C:2]1[CH:7]=[CH:6][CH:5]=[C:4]([Cl:8])[C:3]=1[CH2:9][S:10]([C:13]1[CH:14]=[C:15]2[C:19](=[CH:20][CH:21]=1)[NH:18][C:17](=[O:22])/[C:16]/2=[CH:23]\[C:24]1[NH:28][C:27]([CH3:29])=[C:26]([CH2:30][C:31](O)=[O:32])[C:25]=1[CH3:34])(=[O:12])=[O:11].C1C=CC2N(O)N=NC=2C=1.CCN=C=NCCCN(C)C.Cl.[NH:57]1[CH2:62][CH2:61][O:60][CH2:59][CH2:58]1. (4) Given the product [Br:1][C:2]1[C:3](=[O:29])[N:4]([CH2:19][C:20]2[N:21]=[CH:22][C:23]([CH2:26][N:27]([CH3:28])[S:38]([CH3:37])(=[O:40])=[O:39])=[N:24][CH:25]=2)[C:5]([CH3:18])=[CH:6][C:7]=1[O:8][CH2:9][C:10]1[CH:15]=[CH:14][C:13]([F:16])=[CH:12][C:11]=1[F:17], predict the reactants needed to synthesize it. The reactants are: [Br:1][C:2]1[C:3](=[O:29])[N:4]([CH2:19][C:20]2[CH:25]=[N:24][C:23]([CH2:26][NH:27][CH3:28])=[CH:22][N:21]=2)[C:5]([CH3:18])=[CH:6][C:7]=1[O:8][CH2:9][C:10]1[CH:15]=[CH:14][C:13]([F:16])=[CH:12][C:11]=1[F:17].C(N(CC)CC)C.[CH3:37][S:38](Cl)(=[O:40])=[O:39].